Task: Regression. Given a peptide amino acid sequence and an MHC pseudo amino acid sequence, predict their binding affinity value. This is MHC class II binding data.. Dataset: Peptide-MHC class II binding affinity with 134,281 pairs from IEDB (1) The peptide sequence is RVIRGKKGAGGITIK. The MHC is HLA-DQA10101-DQB10501 with pseudo-sequence HLA-DQA10101-DQB10501. The binding affinity (normalized) is 0.0848. (2) The peptide sequence is EKALWIIFSQNMNIK. The MHC is DRB3_0202 with pseudo-sequence DRB3_0202. The binding affinity (normalized) is 0.394. (3) The peptide sequence is RSPISNMVSMANNHM. The MHC is DRB3_0101 with pseudo-sequence DRB3_0101. The binding affinity (normalized) is 0.209.